This data is from Catalyst prediction with 721,799 reactions and 888 catalyst types from USPTO. The task is: Predict which catalyst facilitates the given reaction. Product: [N+:32]([C:35]1[CH:40]=[C:39]([N+:41]([O-:43])=[O:42])[CH:38]=[CH:37][C:36]=1[S:44]([N:20]1[CH2:21][CH2:22][N:17]([C:14]2[CH:13]=[CH:12][C:11]([C:5]([OH:10])([C:6]([F:9])([F:8])[F:7])[C:4]([F:3])([F:23])[F:24])=[CH:16][CH:15]=2)[CH2:18][CH2:19]1)(=[O:46])=[O:45])([O-:34])=[O:33]. Reactant: Cl.Cl.[F:3][C:4]([F:24])([F:23])[C:5]([C:11]1[CH:16]=[CH:15][C:14]([N:17]2[CH2:22][CH2:21][NH:20][CH2:19][CH2:18]2)=[CH:13][CH:12]=1)([OH:10])[C:6]([F:9])([F:8])[F:7].C(N(CC)CC)C.[N+:32]([C:35]1[CH:40]=[C:39]([N+:41]([O-:43])=[O:42])[CH:38]=[CH:37][C:36]=1[S:44](Cl)(=[O:46])=[O:45])([O-:34])=[O:33].C([O-])(O)=O.[Na+]. The catalyst class is: 2.